The task is: Predict the product of the given reaction.. This data is from Forward reaction prediction with 1.9M reactions from USPTO patents (1976-2016). (1) Given the reactants [CH3:1][S:2][C:3]1[CH:12]=[CH:11][CH:10]=[CH:9][C:4]=1[C:5](OC)=[O:6].[Li+].CC([N-]C(C)C)C.[Cl-].[NH4+], predict the reaction product. The product is: [S:2]1[CH:1]=[C:5]([OH:6])[C:4]2[CH:9]=[CH:10][CH:11]=[CH:12][C:3]1=2. (2) Given the reactants C[Si](C)(C)[N-][Si](C)(C)C.[Li+].[C:11]1([C:17]2([CH:27]=O)[CH2:26][CH2:25][C:20]3([O:24][CH2:23][CH2:22][O:21]3)[CH2:19][CH2:18]2)[CH:16]=[CH:15][CH:14]=[CH:13][CH:12]=1.[F:29][C:30]([F:56])([F:55])[C:31]1[CH:32]=[C:33]([CH2:41][CH2:42]S(C2SC3C=CC=CC=3N=2)(=O)=O)[CH:34]=[C:35]([C:37]([F:40])([F:39])[F:38])[CH:36]=1.[Cl-].[NH4+], predict the reaction product. The product is: [C:11]1([C:17]2(/[CH:27]=[CH:42]/[CH2:41][C:33]3[CH:34]=[C:35]([C:37]([F:38])([F:40])[F:39])[CH:36]=[C:31]([C:30]([F:29])([F:55])[F:56])[CH:32]=3)[CH2:18][CH2:19][C:20]3([O:24][CH2:23][CH2:22][O:21]3)[CH2:25][CH2:26]2)[CH:16]=[CH:15][CH:14]=[CH:13][CH:12]=1. (3) The product is: [CH:1]1([C:6]2([CH2:14][CH2:15][C:16]3[CH:21]=[CH:20][C:19]([C:22]([CH3:25])([CH3:26])[C:23]#[N:24])=[C:18]([F:27])[CH:17]=3)[CH2:11][C:10]([OH:12])=[C:9]([CH2:60][C:59]3[N:55]([CH3:54])[N:56]=[C:57]([CH3:62])[N:58]=3)[C:8](=[O:13])[O:7]2)[CH2:5][CH2:4][CH2:3][CH2:2]1. Given the reactants [CH:1]1([C:6]2([CH2:14][CH2:15][C:16]3[CH:21]=[CH:20][C:19]([C:22]([CH3:26])([CH3:25])[C:23]#[N:24])=[C:18]([F:27])[CH:17]=3)[CH2:11][C:10](=[O:12])[CH2:9][C:8](=[O:13])[O:7]2)[CH2:5][CH2:4][CH2:3][CH2:2]1.ClC1C=C(CCC2(C3CCCC3)OC(=O)CC(=O)C2)C=C(CC)C=1OC.[CH3:54][N:55]1[C:59]([CH:60]=O)=[N:58][C:57]([CH3:62])=[N:56]1.CC1C=C(C)N2N=C(C=O)N=C2N=1, predict the reaction product. (4) Given the reactants C(N(CC)C1C=C2C(=CC=1)N(C(=O)C1C=CC(F)=CC=1)[C@@H](C)C[C@H]2N(C1C=CC(N(CC)CC)=CC=1)C(=O)CC)C.[Cl:42][C:43]1[CH:48]=[CH:47][C:46]([N:49]([C@H:54]2[C:63]3[C:58](=[CH:59][CH:60]=[C:61]([N:64]4[CH2:69][CH2:68]O[CH2:66][CH2:65]4)[CH:62]=3)[N:57]([C:70](=[O:78])[C:71]3[CH:76]=[CH:75][C:74]([F:77])=[CH:73][CH:72]=3)[C@@H:56]([CH3:79])[CH2:55]2)[C:50](=[O:53])[CH2:51][CH3:52])=[CH:45][CH:44]=1.C(NCC)C.N1CCOCC1, predict the reaction product. The product is: [Cl:42][C:43]1[CH:44]=[CH:45][C:46]([N:49]([C@H:54]2[C:63]3[C:58](=[CH:59][CH:60]=[C:61]([N:64]([CH2:65][CH3:66])[CH2:69][CH3:68])[CH:62]=3)[N:57]([C:70](=[O:78])[C:71]3[CH:72]=[CH:73][C:74]([F:77])=[CH:75][CH:76]=3)[C@@H:56]([CH3:79])[CH2:55]2)[C:50](=[O:53])[CH2:51][CH3:52])=[CH:47][CH:48]=1. (5) Given the reactants [C:1]([C:3]1[N:11]=[CH:10][C:9]2[N:8](COCC[Si](C)(C)C)[C:7]3[N:20]=[CH:21][CH:22]=[C:23]([NH:24][CH:25]4[CH2:30][CH2:29][N:28](C(OC(C)(C)C)=O)[CH2:27][CH2:26]4)[C:6]=3[C:5]=2[CH:4]=1)#[N:2].Br.[OH-].[Na+].Cl, predict the reaction product. The product is: [NH:28]1[CH2:27][CH2:26][CH:25]([NH:24][C:23]2[C:6]3[C:5]4[CH:4]=[C:3]([C:1]#[N:2])[N:11]=[CH:10][C:9]=4[NH:8][C:7]=3[N:20]=[CH:21][CH:22]=2)[CH2:30][CH2:29]1. (6) Given the reactants Cl.Cl.[F:3][C:4]([F:25])([F:24])[C:5]1[CH:10]=[CH:9][C:8]([N:11]2[CH:15]=[CH:14][C:13]([CH2:16][N:17]3[CH2:22][CH2:21][CH:20]([NH2:23])[CH2:19][CH2:18]3)=[CH:12]2)=[CH:7][CH:6]=1.[Cl:26][C:27]1[CH:28]=[C:29]([CH2:33][CH2:34][C:35](O)=[O:36])[CH:30]=[CH:31][CH:32]=1.CCN(C(C)C)C(C)C.CN(C(ON1N=NC2C=CC=NC1=2)=[N+](C)C)C.F[P-](F)(F)(F)(F)F, predict the reaction product. The product is: [Cl:26][C:27]1[CH:28]=[C:29]([CH2:33][CH2:34][C:35]([NH:23][CH:20]2[CH2:21][CH2:22][N:17]([CH2:16][C:13]3[CH:14]=[CH:15][N:11]([C:8]4[CH:9]=[CH:10][C:5]([C:4]([F:3])([F:24])[F:25])=[CH:6][CH:7]=4)[CH:12]=3)[CH2:18][CH2:19]2)=[O:36])[CH:30]=[CH:31][CH:32]=1. (7) Given the reactants [C:1]([O:5][C:6]([N:8]([C:20]([O:22][C:23]([CH3:26])([CH3:25])[CH3:24])=[O:21])[C@:9]1([C:15]([O:17][CH2:18][CH3:19])=[O:16])[CH2:11][C@H:10]1[CH2:12][CH:13]=[O:14])=[O:7])([CH3:4])([CH3:3])[CH3:2].[CH2:27]([Mg]Br)[CH2:28][CH:29]=[CH2:30], predict the reaction product. The product is: [C:1]([O:5][C:6]([N:8]([C:20]([O:22][C:23]([CH3:25])([CH3:24])[CH3:26])=[O:21])[C@:9]1([C:15]([O:17][CH2:18][CH3:19])=[O:16])[CH2:11][C@H:10]1[CH2:12][CH:13]([OH:14])[CH2:30][CH2:29][CH:28]=[CH2:27])=[O:7])([CH3:4])([CH3:2])[CH3:3].